Dataset: Full USPTO retrosynthesis dataset with 1.9M reactions from patents (1976-2016). Task: Predict the reactants needed to synthesize the given product. The reactants are: [CH3:1][NH:2][C:3]1[C:8]([NH2:9])=[CH:7][CH:6]=[CH:5][N:4]=1.[CH2:10]([O:12][CH:13]([O:18][CH2:19][CH3:20])C(=N)OC)[CH3:11].[C:21](O)(=O)C.O.C1(C)C=CC(S(O)(=O)=O)=CC=1. Given the product [CH2:10]([O:12][CH:13]([O:18][CH2:19][CH3:20])[C:1]1[N:9]([CH3:21])[C:8]2[C:3]([N:2]=1)=[N:4][CH:5]=[CH:6][CH:7]=2)[CH3:11], predict the reactants needed to synthesize it.